This data is from NCI-60 drug combinations with 297,098 pairs across 59 cell lines. The task is: Regression. Given two drug SMILES strings and cell line genomic features, predict the synergy score measuring deviation from expected non-interaction effect. (1) Drug 1: CCC1(CC2CC(C3=C(CCN(C2)C1)C4=CC=CC=C4N3)(C5=C(C=C6C(=C5)C78CCN9C7C(C=CC9)(C(C(C8N6C=O)(C(=O)OC)O)OC(=O)C)CC)OC)C(=O)OC)O.OS(=O)(=O)O. Drug 2: C1=CC=C(C=C1)NC(=O)CCCCCCC(=O)NO. Cell line: HL-60(TB). Synergy scores: CSS=46.9, Synergy_ZIP=-0.352, Synergy_Bliss=-1.88, Synergy_Loewe=-18.6, Synergy_HSA=-4.02. (2) Synergy scores: CSS=32.1, Synergy_ZIP=-8.40, Synergy_Bliss=2.40, Synergy_Loewe=-28.6, Synergy_HSA=4.43. Drug 2: COCCOC1=C(C=C2C(=C1)C(=NC=N2)NC3=CC=CC(=C3)C#C)OCCOC.Cl. Cell line: NCI-H522. Drug 1: CN(C)N=NC1=C(NC=N1)C(=O)N.